The task is: Predict the reaction yield, written as a fraction of the theoretical maximum amount of product (1.0 means a 100% yield; for example, 0.34 means a 34% yield).. This data is from Reaction yield outcomes from USPTO patents with 853,638 reactions. (1) The reactants are [OH:1][C:2]1[CH:3]=[C:4]([C:12]2[N:13]=[C:14]([CH2:17][N:18]3[CH:22]=[C:21]([C:23]([O:25][CH2:26][CH3:27])=[O:24])[CH:20]=[N:19]3)[S:15][CH:16]=2)[CH:5]=[C:6]([C:8]([F:11])([F:10])[F:9])[CH:7]=1.[N:28]1[CH:33]=[CH:32][CH:31]=[C:30]([CH2:34]O)[CH:29]=1.C1(P(C2C=CC=CC=2)C2C=CC=CC=2)C=CC=CC=1.N(C(OC(C)C)=O)=NC(OC(C)C)=O. The catalyst is O1CCCC1.O. The product is [N:28]1[CH:33]=[CH:32][CH:31]=[C:30]([CH2:34][O:1][C:2]2[CH:3]=[C:4]([C:12]3[N:13]=[C:14]([CH2:17][N:18]4[CH:22]=[C:21]([C:23]([O:25][CH2:26][CH3:27])=[O:24])[CH:20]=[N:19]4)[S:15][CH:16]=3)[CH:5]=[C:6]([C:8]([F:9])([F:10])[F:11])[CH:7]=2)[CH:29]=1. The yield is 1.00. (2) The reactants are C1C=CN=CC=1.F.[Si:8]([O:15][C@@H:16]([CH2:42][C@H:43]([O:71][Si:72]([C:75]([CH3:78])([CH3:77])[CH3:76])([CH3:74])[CH3:73])/[CH:44]=[CH:45]\[C@H:46]([CH3:70])[C@H:47]([O:62][Si:63]([C:66]([CH3:69])([CH3:68])[CH3:67])([CH3:65])[CH3:64])[C@H:48]([CH3:61])[CH2:49][C@@H:50]([CH3:60])[CH2:51][O:52][Si](C(C)(C)C)(C)C)[C@@H:17]([CH3:41])/[CH:18]=[CH:19]/[CH2:20][O:21][C:22]([C:35]1[CH:40]=[CH:39][CH:38]=[CH:37][CH:36]=1)([C:29]1[CH:34]=[CH:33][CH:32]=[CH:31][CH:30]=1)[C:23]1[CH:28]=[CH:27][CH:26]=[CH:25][CH:24]=1)([C:11]([CH3:14])([CH3:13])[CH3:12])([CH3:10])[CH3:9]. The catalyst is N1C=CC=CC=1.C1COCC1. The product is [Si:63]([O:62][C@@H:47]([C@@H:46]([CH3:70])/[CH:45]=[CH:44]\[C@@H:43]([O:71][Si:72]([C:75]([CH3:78])([CH3:76])[CH3:77])([CH3:74])[CH3:73])[CH2:42][C@H:16]([O:15][Si:8]([C:11]([CH3:14])([CH3:13])[CH3:12])([CH3:10])[CH3:9])[C@@H:17]([CH3:41])/[CH:18]=[CH:19]/[CH2:20][O:21][C:22]([C:29]1[CH:30]=[CH:31][CH:32]=[CH:33][CH:34]=1)([C:23]1[CH:24]=[CH:25][CH:26]=[CH:27][CH:28]=1)[C:35]1[CH:40]=[CH:39][CH:38]=[CH:37][CH:36]=1)[C@H:48]([CH3:61])[CH2:49][C@@H:50]([CH3:60])[CH2:51][OH:52])([C:66]([CH3:69])([CH3:67])[CH3:68])([CH3:65])[CH3:64]. The yield is 0.660. (3) The reactants are [C:1]1(=[O:12])[C:10]2[C:5](=[CH:6][CH:7]=[CH:8][CH:9]=2)[C:4](=[O:11])[CH2:3][O:2]1.CO.[BH4-].[Na+]. The catalyst is O. The product is [OH:11][CH:4]1[C:5]2[C:10](=[CH:9][CH:8]=[CH:7][CH:6]=2)[C:1](=[O:12])[O:2][CH2:3]1. The yield is 0.870. (4) The reactants are [Br:1][C:2]1[CH:10]=[C:9]2[C:5]([C:6]3[C:14]([C:15]4[C:16]([CH3:32])=[C:17]([NH:21]C(=O)OCC5C=CC=CC=5)[CH:18]=[CH:19][CH:20]=4)=[C:13]([CH3:33])[N:12]=[C:11]([C:34](=[O:36])[NH2:35])[C:7]=3[NH:8]2)=[CH:4][CH:3]=1.I[Si](C)(C)C. The catalyst is C(#N)C. The product is [NH2:21][C:17]1[C:16]([CH3:32])=[C:15]([C:14]2[C:6]3[C:5]4[C:9](=[CH:10][C:2]([Br:1])=[CH:3][CH:4]=4)[NH:8][C:7]=3[C:11]([C:34]([NH2:35])=[O:36])=[N:12][C:13]=2[CH3:33])[CH:20]=[CH:19][CH:18]=1. The yield is 0.500. (5) The product is [C:25]([NH:2][C@H:3]([C:14]([O:16][CH3:17])=[O:15])[CH2:4][C:5]1[C:13]2[C:8](=[CH:9][CH:10]=[CH:11][CH:12]=2)[NH:7][CH:6]=1)(=[O:30])/[C:26](=[CH:28]/[CH3:29])/[CH3:27]. The yield is 0.990. The reactants are Cl.[NH2:2][C@H:3]([C:14]([O:16][CH3:17])=[O:15])[CH2:4][C:5]1[C:13]2[C:8](=[CH:9][CH:10]=[CH:11][CH:12]=2)[NH:7][CH:6]=1.C(N(CC)CC)C.[C:25](O)(=[O:30])/[C:26](=[CH:28]/[CH3:29])/[CH3:27].CCN=C=NCCCN(C)C.Cl. The catalyst is C(Cl)Cl. (6) The reactants are [F:1][C:2]1[N:10]=[C:9]2[C:5]([N:6]=[C:7]([CH2:38][C:39]3[C:47]([I:48])=[CH:46][C:42]4[O:43][CH2:44][O:45][C:41]=4[CH:40]=3)[N:8]2[CH2:11][CH2:12][O:13][CH2:14][CH2:15][CH2:16][CH2:17][O:18]C(C2C=CC=CC=2)(C2C=CC=CC=2)C2C=CC=CC=2)=[C:4]([NH2:49])[N:3]=1. The catalyst is C(O)(C(F)(F)F)=O.C(Cl)Cl. The product is [NH2:49][C:4]1[N:3]=[C:2]([F:1])[N:10]=[C:9]2[C:5]=1[N:6]=[C:7]([CH2:38][C:39]1[C:47]([I:48])=[CH:46][C:42]3[O:43][CH2:44][O:45][C:41]=3[CH:40]=1)[N:8]2[CH2:11][CH2:12][O:13][CH2:14][CH2:15][CH2:16][CH2:17][OH:18]. The yield is 0.350. (7) The reactants are C(Cl)Cl.[CH3:4][N:5]([CH3:26])[CH2:6][CH2:7][NH:8][S:9]([C:12]1[S:13][C:14](B2OC(C)(C)C(C)(C)O2)=[CH:15][CH:16]=1)(=[O:11])=[O:10].Br[C:28]1[N:33]=[C:32]([NH:34][C:35]2[CH:39]=[C:38]([CH:40]3[CH2:42][CH2:41]3)[NH:37][N:36]=2)[C:31]([Br:43])=[CH:30][N:29]=1. The catalyst is O1CCOCC1.C([O-])([O-])=O.[Na+].[Na+].C1C=CC(P(C2C=CC=CC=2)[C-]2C=CC=C2)=CC=1.C1C=CC(P(C2C=CC=CC=2)[C-]2C=CC=C2)=CC=1.Cl[Pd]Cl.[Fe+2]. The product is [Br:43][C:31]1[C:32]([NH:34][C:35]2[CH:39]=[C:38]([CH:40]3[CH2:42][CH2:41]3)[NH:37][N:36]=2)=[N:33][C:28]([C:14]2[S:13][C:12]([S:9]([NH:8][CH2:7][CH2:6][N:5]([CH3:4])[CH3:26])(=[O:10])=[O:11])=[CH:16][CH:15]=2)=[N:29][CH:30]=1. The yield is 0.200. (8) The product is [CH3:18][CH2:17][CH2:16][CH2:15][CH2:14]/[CH:13]=[CH:12]\[CH2:11]/[CH:10]=[CH:9]\[CH2:8][CH2:7][CH2:6][CH2:5][CH2:4][CH2:3][CH2:2][CH2:1][CH:19]([N:38]1[CH:45]=[C:44]([CH2:43][N:42]([CH3:46])[CH3:41])[N:40]=[N:39]1)[CH2:20][CH2:21][CH2:22][CH2:23][CH2:24][CH2:25][CH2:26][CH2:27]/[CH:28]=[CH:29]\[CH2:30]/[CH:31]=[CH:32]\[CH2:33][CH2:34][CH2:35][CH2:36][CH3:37]. The reactants are [CH2:1]([CH:19]([N:38]=[N+:39]=[N-:40])[CH2:20][CH2:21][CH2:22][CH2:23][CH2:24][CH2:25][CH2:26][CH2:27]/[CH:28]=[CH:29]\[CH2:30]/[CH:31]=[CH:32]\[CH2:33][CH2:34][CH2:35][CH2:36][CH3:37])[CH2:2][CH2:3][CH2:4][CH2:5][CH2:6][CH2:7][CH2:8]/[CH:9]=[CH:10]\[CH2:11]/[CH:12]=[CH:13]\[CH2:14][CH2:15][CH2:16][CH2:17][CH3:18].[CH3:41][N:42]([CH3:46])[CH2:43][C:44]#[CH:45].O=C1O[C@H]([C@H](CO)O)C([O-])=C1O.[Na+]. The catalyst is O.C(O)(C)(C)C. The yield is 0.910. (9) The reactants are [Cl:1][C:2]1[CH:9]=[CH:8][C:5]([CH2:6]N)=[CH:4][CH:3]=1.[NH2:10][C@H:11]([C:25]1[CH:30]=[CH:29][CH:28]=[CH:27][CH:26]=1)[CH2:12][N:13]([CH3:24])[C:14]([C@@H:16]([CH2:21][CH:22]=[CH2:23])[CH2:17][C:18]([OH:20])=O)=[O:15]. The catalyst is CN(C=O)C. The product is [NH2:10][C@H:11]([C:25]1[CH:30]=[CH:29][CH:28]=[CH:27][CH:26]=1)[CH2:12][N:13]([CH3:24])[C:14](=[O:15])[C@H:16]([CH2:17][C:18](=[O:20])[CH2:6][C:5]1[CH:8]=[CH:9][C:2]([Cl:1])=[CH:3][CH:4]=1)[CH2:21][CH:22]=[CH2:23]. The yield is 0.870.